Task: Regression/Classification. Given a drug SMILES string, predict its absorption, distribution, metabolism, or excretion properties. Task type varies by dataset: regression for continuous measurements (e.g., permeability, clearance, half-life) or binary classification for categorical outcomes (e.g., BBB penetration, CYP inhibition). For this dataset (lipophilicity_astrazeneca), we predict Y.. Dataset: Experimental lipophilicity measurements (octanol/water distribution) for 4,200 compounds from AstraZeneca (1) The compound is O=C(NNc1cccc(Cl)c1)c1cccnc1Cl. The Y is 1.87 logD. (2) The compound is COc1cnc(-c2ccccn2)nc1Oc1ccc(F)cc1F. The Y is 3.10 logD.